Dataset: Reaction yield outcomes from USPTO patents with 853,638 reactions. Task: Predict the reaction yield, written as a fraction of the theoretical maximum amount of product (1.0 means a 100% yield; for example, 0.34 means a 34% yield). (1) The reactants are [I:1][C:2]1[C:3]([CH3:14])=[C:4]([CH:8]=[C:9]([N+:11]([O-:13])=[O:12])[CH:10]=1)[C:5]([OH:7])=[O:6].S(=O)(=O)(O)O.S([O-])([O-])=O.[Na+].[Na+].N.[CH3:27]O. The catalyst is O. The product is [I:1][C:2]1[C:3]([CH3:14])=[C:4]([CH:8]=[C:9]([N+:11]([O-:13])=[O:12])[CH:10]=1)[C:5]([O:7][CH3:27])=[O:6]. The yield is 0.942. (2) The reactants are [NH2:1][C:2]1[CH:26]=[CH:25][C:5]([CH2:6][O:7][CH2:8][C@@H:9]2[CH2:11][C@@H:10]2[CH:12]2[CH2:17][CH2:16][N:15]([C:18]([O:20][C:21]([CH3:24])([CH3:23])[CH3:22])=[O:19])[CH2:14][CH2:13]2)=[CH:4][C:3]=1[F:27].[CH:28](OCC)(OCC)OCC.[N-:38]=[N+:39]=[N-:40].[Na+]. The catalyst is C(O)(=O)C. The product is [F:27][C:3]1[CH:4]=[C:5]([CH:25]=[CH:26][C:2]=1[N:1]1[CH:28]=[N:40][N:39]=[N:38]1)[CH2:6][O:7][CH2:8][C@@H:9]1[CH2:11][C@@H:10]1[CH:12]1[CH2:13][CH2:14][N:15]([C:18]([O:20][C:21]([CH3:24])([CH3:22])[CH3:23])=[O:19])[CH2:16][CH2:17]1. The yield is 0.910. (3) The reactants are [C:1]([O:5][C:6](=[O:21])[N:7]([CH2:11][C:12]1[CH:17]=[CH:16][C:15]([Cl:18])=[C:14]([CH:19]=O)[CH:13]=1)[CH:8]1[CH2:10][CH2:9]1)([CH3:4])([CH3:3])[CH3:2].[CH:22]1([NH2:25])[CH2:24][CH2:23]1.[BH4-].[Na+]. The catalyst is CO. The product is [C:1]([O:5][C:6](=[O:21])[N:7]([CH2:11][C:12]1[CH:17]=[CH:16][C:15]([Cl:18])=[C:14]([CH2:19][NH:25][CH:22]2[CH2:24][CH2:23]2)[CH:13]=1)[CH:8]1[CH2:10][CH2:9]1)([CH3:4])([CH3:3])[CH3:2]. The yield is 0.540. (4) The reactants are [OH:1][C:2]1[CH:11]=[CH:10][C:5]([C:6]([O:8][CH3:9])=[O:7])=[CH:4][CH:3]=1.[CH2:12](Br)[CH:13]=[CH2:14].C(=O)([O-])[O-].[K+].[K+].CCOC(C)=O. The catalyst is CS(C)=O. The product is [CH2:14]([O:1][C:2]1[CH:3]=[CH:4][C:5]([C:6]([O:8][CH3:9])=[O:7])=[CH:10][CH:11]=1)[CH:13]=[CH2:12]. The yield is 0.990.